From a dataset of NCI-60 drug combinations with 297,098 pairs across 59 cell lines. Regression. Given two drug SMILES strings and cell line genomic features, predict the synergy score measuring deviation from expected non-interaction effect. (1) Drug 1: CCC1(CC2CC(C3=C(CCN(C2)C1)C4=CC=CC=C4N3)(C5=C(C=C6C(=C5)C78CCN9C7C(C=CC9)(C(C(C8N6C=O)(C(=O)OC)O)OC(=O)C)CC)OC)C(=O)OC)O.OS(=O)(=O)O. Drug 2: COCCOC1=C(C=C2C(=C1)C(=NC=N2)NC3=CC=CC(=C3)C#C)OCCOC.Cl. Cell line: K-562. Synergy scores: CSS=57.3, Synergy_ZIP=-2.85, Synergy_Bliss=-1.07, Synergy_Loewe=-46.6, Synergy_HSA=-0.479. (2) Drug 1: C1=NC2=C(N=C(N=C2N1C3C(C(C(O3)CO)O)O)F)N. Drug 2: CC1=C2C(C(=O)C3(C(CC4C(C3C(C(C2(C)C)(CC1OC(=O)C(C(C5=CC=CC=C5)NC(=O)OC(C)(C)C)O)O)OC(=O)C6=CC=CC=C6)(CO4)OC(=O)C)O)C)O. Cell line: DU-145. Synergy scores: CSS=11.8, Synergy_ZIP=-1.68, Synergy_Bliss=-4.46, Synergy_Loewe=-1.50, Synergy_HSA=-2.98. (3) Drug 1: C1CC(=O)NC(=O)C1N2CC3=C(C2=O)C=CC=C3N. Drug 2: CCC1=C2CN3C(=CC4=C(C3=O)COC(=O)C4(CC)O)C2=NC5=C1C=C(C=C5)O. Cell line: NCIH23. Synergy scores: CSS=28.0, Synergy_ZIP=-0.712, Synergy_Bliss=1.44, Synergy_Loewe=-26.2, Synergy_HSA=2.65. (4) Synergy scores: CSS=21.1, Synergy_ZIP=0.687, Synergy_Bliss=-0.545, Synergy_Loewe=-25.0, Synergy_HSA=-1.52. Cell line: ACHN. Drug 2: C1CC(=O)NC(=O)C1N2C(=O)C3=CC=CC=C3C2=O. Drug 1: C1C(C(OC1N2C=C(C(=O)NC2=O)F)CO)O.